Binary Classification. Given a drug SMILES string, predict its activity (active/inactive) in a high-throughput screening assay against a specified biological target. From a dataset of Kir2.1 potassium channel HTS with 301,493 compounds. (1) The drug is O(C(=O)Cn1c2c(nc1C(=O)C)cccc2)CC. The result is 0 (inactive). (2) The compound is O1c2n[nH]c(c2C(c2ccoc2)C(=C1N)C#N)C. The result is 0 (inactive). (3) The compound is s1c(NC(=O)C(N2CCCCC2)c2ccccc2)ncc1. The result is 0 (inactive).